This data is from Reaction yield outcomes from USPTO patents with 853,638 reactions. The task is: Predict the reaction yield, written as a fraction of the theoretical maximum amount of product (1.0 means a 100% yield; for example, 0.34 means a 34% yield). (1) The reactants are [NH2:1][C:2]1[CH:3]=[CH:4][CH:5]=[C:6]2[C:11]=1[CH2:10][CH:9]([OH:12])[CH2:8][CH2:7]2.N1C=CC=CC=1.Cl[C:20]([O:22][C:23]1[CH:28]=[CH:27][CH:26]=[CH:25][CH:24]=1)=[O:21].O. The catalyst is C1COCC1. The product is [OH:12][CH:9]1[CH2:10][C:11]2[C:2]([NH:1][C:20](=[O:21])[O:22][C:23]3[CH:28]=[CH:27][CH:26]=[CH:25][CH:24]=3)=[CH:3][CH:4]=[CH:5][C:6]=2[CH2:7][CH2:8]1. The yield is 0.480. (2) The reactants are [CH3:1][O:2][C:3](=[O:27])[C:4]1[CH:9]=[CH:8][C:7]([NH:10][C:11](=[O:26])[CH:12]([C:19]2[CH:24]=[CH:23][C:22]([NH2:25])=[CH:21][CH:20]=2)[CH2:13][CH:14]2[CH2:18][CH2:17][CH2:16][CH2:15]2)=[N:6][CH:5]=1.C(N(CC)C(C)C)(C)C.Cl.[C:38](Cl)(=[O:45])[C:39]1[CH:44]=[CH:43][CH:42]=[N:41][CH:40]=1. The catalyst is O1CCCC1. The product is [CH3:1][O:2][C:3](=[O:27])[C:4]1[CH:9]=[CH:8][C:7]([NH:10][C:11](=[O:26])[CH:12]([C:19]2[CH:20]=[CH:21][C:22]([NH:25][C:38]([C:39]3[CH:40]=[N:41][CH:42]=[CH:43][CH:44]=3)=[O:45])=[CH:23][CH:24]=2)[CH2:13][CH:14]2[CH2:15][CH2:16][CH2:17][CH2:18]2)=[N:6][CH:5]=1. The yield is 0.723. (3) The reactants are Br[C@H:2]([C@H:7]([CH2:9]Br)[OH:8])[C:3]([O:5][CH3:6])=[O:4].[C:11]([O-:14])(=[O:13])[CH3:12].[K+]. The catalyst is CN(C)C=O.C(OCC)(=O)C.[I-].[K+]. The product is [C:11]([O:14][CH2:9][C@@H:7]1[O:8][C@@H:2]1[C:3]([O:5][CH3:6])=[O:4])(=[O:13])[CH3:12]. The yield is 0.990. (4) The reactants are [OH:1][B:2]1[C:6]2[CH:7]=[CH:8][C:9]([CH:11]=O)=[CH:10][C:5]=2[C:4]([CH3:14])([CH3:13])[O:3]1.[NH2:15][OH:16].Cl.CC([O-])=O.[Na+]. The catalyst is C1COCC1.O. The product is [OH:1][B:2]1[C:6]2[CH:7]=[CH:8][C:9]([CH:11]=[N:15][OH:16])=[CH:10][C:5]=2[C:4]([CH3:14])([CH3:13])[O:3]1. The yield is 0.740. (5) The reactants are [F-].C([N+](CCCC)(CCCC)CCCC)CCC.[Br:19][C:20]1[C:21]([CH:27]=[O:28])=[N:22][CH:23]=[CH:24][C:25]=1[CH3:26].[F:29][C:30]([Si](C)(C)C)([F:32])[F:31]. The catalyst is C1COCC1.C(OCC)(=O)C. The product is [Br:19][C:20]1[C:21]([CH:27]([OH:28])[C:30]([F:32])([F:31])[F:29])=[N:22][CH:23]=[CH:24][C:25]=1[CH3:26]. The yield is 0.440. (6) The reactants are [F:1][C:2]([F:9])([F:8])[C:3]([O:5]CC)=O.C[O-].[Na+].CO.[CH3:15][C:16]([C:18]1[CH:23]=[CH:22][C:21]([S:24][CH3:25])=[CH:20][CH:19]=1)=[O:17].Cl. The catalyst is CC(OC)(C)C. The product is [F:9][C:2]([F:1])([F:8])[C:3](=[O:5])[CH2:15][C:16]([C:18]1[CH:23]=[CH:22][C:21]([S:24][CH3:25])=[CH:20][CH:19]=1)=[O:17]. The yield is 0.710. (7) The reactants are [Cl:1][CH2:2][CH2:3][CH2:4][O:5][C:6]1[C:11]([O:12][CH3:13])=[CH:10][C:9]([C:14](=[O:20])/[CH:15]=[CH:16]/N(C)C)=[C:8]([N+:21]([O-])=O)[CH:7]=1. The catalyst is C(O)(=O)C.[Fe]. The product is [Cl:1][CH2:2][CH2:3][CH2:4][O:5][C:6]1[CH:7]=[C:8]2[C:9]([C:14](=[O:20])[CH:15]=[CH:16][NH:21]2)=[CH:10][C:11]=1[O:12][CH3:13]. The yield is 0.650.